Dataset: Peptide-MHC class I binding affinity with 185,985 pairs from IEDB/IMGT. Task: Regression. Given a peptide amino acid sequence and an MHC pseudo amino acid sequence, predict their binding affinity value. This is MHC class I binding data. (1) The peptide sequence is FLCDDTITY. The MHC is HLA-B15:01 with pseudo-sequence HLA-B15:01. The binding affinity (normalized) is 0.473. (2) The peptide sequence is KMARAGLGH. The MHC is HLA-A03:01 with pseudo-sequence HLA-A03:01. The binding affinity (normalized) is 0.699.